The task is: Predict which catalyst facilitates the given reaction.. This data is from Catalyst prediction with 721,799 reactions and 888 catalyst types from USPTO. (1) Reactant: [Br:1][C:2]1[CH:3]=[CH:4][C:5]([NH2:9])=[N:6][C:7]=1[CH3:8].C(N(CC)CC)C.[C:17](Cl)(=[O:19])[CH3:18]. Product: [Br:1][C:2]1[CH:3]=[CH:4][C:5]([NH:9][C:17](=[O:19])[CH3:18])=[N:6][C:7]=1[CH3:8]. The catalyst class is: 4. (2) Reactant: Cl.[F:2][C:3]1[CH:4]=[C:5]([N:10]2[C:15]3[N:16]=[CH:17][C:18]([F:20])=[CH:19][C:14]=3[C:13](=[O:21])[N:12]([CH:22]3[CH2:27][CH2:26][NH:25][CH2:24][CH2:23]3)[C:11]2=[O:28])[CH:6]=[CH:7][C:8]=1[F:9].[NH:29]1[C:37]2[C:32](=[CH:33][CH:34]=[CH:35][CH:36]=2)[C:31]([C:38](O)=[O:39])=[N:30]1.CN(C(ON1N=NC2C=CC=NC1=2)=[N+](C)C)C.F[P-](F)(F)(F)(F)F.C1C=NC2N(O)N=NC=2C=1.CCN(C(C)C)C(C)C. Product: [F:2][C:3]1[CH:4]=[C:5]([N:10]2[C:15]3[N:16]=[CH:17][C:18]([F:20])=[CH:19][C:14]=3[C:13](=[O:21])[N:12]([CH:22]3[CH2:23][CH2:24][N:25]([C:38]([C:31]4[C:32]5[C:37](=[CH:36][CH:35]=[CH:34][CH:33]=5)[NH:29][N:30]=4)=[O:39])[CH2:26][CH2:27]3)[C:11]2=[O:28])[CH:6]=[CH:7][C:8]=1[F:9]. The catalyst class is: 37. (3) Reactant: [CH3:1][C:2]1([CH3:20])[O:7][C:6]2[CH:8]=[CH:9][CH:10]=[C:11]([CH2:12][C:13](OC(C)(C)C)=[O:14])[C:5]=2[CH2:4][O:3]1.[Li+].[BH4-].CO. Product: [CH3:1][C:2]1([CH3:20])[O:7][C:6]2[CH:8]=[CH:9][CH:10]=[C:11]([CH2:12][CH2:13][OH:14])[C:5]=2[CH2:4][O:3]1. The catalyst class is: 1. (4) Reactant: [C:1]([O:5][C:6]([N:8]1[CH2:13][CH2:12][CH:11]([NH:14][CH2:15][C:16]2[C:21]([C:22]([C:25]3[CH:30]=[CH:29][C:28]([F:31])=[CH:27][CH:26]=3)([CH3:24])[CH3:23])=[CH:20][CH:19]=[CH:18][N:17]=2)[CH2:10][CH2:9]1)=[O:7])([CH3:4])([CH3:3])[CH3:2].[Cl:32][C:33]1[CH:34]=[C:35]([CH3:41])[C:36]([CH:39]=O)=[N:37][CH:38]=1.[BH-](OC(C)=O)(OC(C)=O)OC(C)=O.[Na+]. Product: [C:1]([O:5][C:6]([N:8]1[CH2:9][CH2:10][CH:11]([N:14]([CH2:39][C:36]2[C:35]([CH3:41])=[CH:34][C:33]([Cl:32])=[CH:38][N:37]=2)[CH2:15][C:16]2[C:21]([C:22]([C:25]3[CH:30]=[CH:29][C:28]([F:31])=[CH:27][CH:26]=3)([CH3:24])[CH3:23])=[CH:20][CH:19]=[CH:18][N:17]=2)[CH2:12][CH2:13]1)=[O:7])([CH3:2])([CH3:3])[CH3:4]. The catalyst class is: 2. (5) Reactant: [NH2:1][C:2]1[CH:7]=[CH:6][CH:5]=[CH:4][CH:3]=1.Cl.[N:9]([O-])=O.[Na+].[N:13]1([CH2:19][CH2:20][CH2:21][CH2:22][C:23](=[O:27])[CH2:24][C:25]#[N:26])[CH2:18][CH2:17][O:16][CH2:15][CH2:14]1. Product: [N:13]1([CH2:19][CH2:20][CH2:21][CH2:22][C:23](=[O:27])[C:24](=[N:9][NH:1][C:2]2[CH:7]=[CH:6][CH:5]=[CH:4][CH:3]=2)[C:25]#[N:26])[CH2:18][CH2:17][O:16][CH2:15][CH2:14]1. The catalyst class is: 6. (6) Reactant: [Br:1][C:2]1[CH:10]=[C:9]([C:11]#[C:12][CH2:13][O:14][CH3:15])[C:5]2[O:6][CH2:7][O:8][C:4]=2[C:3]=1[NH:16][C:17]1[C:26]2[C:21](=[CH:22][C:23]([O:29][CH2:30][CH2:31][CH2:32]Cl)=[C:24]([O:27][CH3:28])[CH:25]=2)[N:20]=[CH:19][N:18]=1.[CH3:34][N:35]1[CH2:40][CH2:39][NH:38][CH2:37][C:36]1=[O:41].C(N(CC)CC)C. Product: [Br:1][C:2]1[CH:10]=[C:9]([C:11]#[C:12][CH2:13][O:14][CH3:15])[C:5]2[O:6][CH2:7][O:8][C:4]=2[C:3]=1[NH:16][C:17]1[C:26]2[C:21](=[CH:22][C:23]([O:29][CH2:30][CH2:31][CH2:32][N:38]3[CH2:39][CH2:40][N:35]([CH3:34])[C:36](=[O:41])[CH2:37]3)=[C:24]([O:27][CH3:28])[CH:25]=2)[N:20]=[CH:19][N:18]=1. The catalyst class is: 141.